From a dataset of Full USPTO retrosynthesis dataset with 1.9M reactions from patents (1976-2016). Predict the reactants needed to synthesize the given product. Given the product [CH2:1]([N:8]1[C:16]2[C:11](=[C:12]([N+:17]([O-:19])=[O:18])[CH:13]=[CH:14][CH:15]=2)[C:10]([Br:20])=[N:9]1)[C:2]1[CH:3]=[CH:4][CH:5]=[CH:6][CH:7]=1, predict the reactants needed to synthesize it. The reactants are: [CH2:1]([N:8]1[C:16]2[C:11](=[C:12]([N+:17]([O-:19])=[O:18])[CH:13]=[CH:14][CH:15]=2)[CH:10]=[N:9]1)[C:2]1[CH:7]=[CH:6][CH:5]=[CH:4][CH:3]=1.[Br:20]Br.C(=O)(O)[O-].[Na+].